From a dataset of Full USPTO retrosynthesis dataset with 1.9M reactions from patents (1976-2016). Predict the reactants needed to synthesize the given product. (1) Given the product [ClH:46].[N:1]1[CH:6]=[CH:5][C:4](/[CH:7]=[CH:8]/[C:9]2[C:17]3[C:12](=[CH:13][CH:14]=[C:15]([CH:18]=[C:19]4[C:27]5[C:22](=[CH:23][CH:24]=[CH:25][CH:26]=5)[NH:21][C:20]4=[O:28])[CH:16]=3)[NH:11][N:10]=2)=[CH:3][CH:2]=1, predict the reactants needed to synthesize it. The reactants are: [N:1]1[CH:6]=[CH:5][C:4](/[CH:7]=[CH:8]/[C:9]2[C:17]3[C:12](=[CH:13][CH:14]=[C:15]([CH:18]=[C:19]4[C:27]5[C:22](=[CH:23][CH:24]=[CH:25][CH:26]=5)[NH:21][C:20]4=[O:28])[CH:16]=3)[N:11](COCC[Si](C)(C)C)[N:10]=2)=[CH:3][CH:2]=1.B(F)(F)F.CCOCC.[ClH:46]. (2) Given the product [Cl:1][C:2]1[C:3]2[C:4]3[CH2:5][C@@H:6]([CH2:15][CH2:16][OH:17])[CH2:7][CH2:8][C:9]=3[S:10][C:11]=2[N:12]=[CH:13][N:14]=1, predict the reactants needed to synthesize it. The reactants are: [Cl:1][C:2]1[C:3]2[C:4]3[CH2:5][CH:6]([CH2:15][CH2:16][OH:17])[CH2:7][CH2:8][C:9]=3[S:10][C:11]=2[N:12]=[CH:13][N:14]=1.C(=O)=O. (3) The reactants are: Br[C:2]1[C:3]([N:22]([CH2:26][CH3:27])[CH2:23][CH2:24][OH:25])=[N:4][CH:5]=[C:6]([CH:21]=1)[C:7]([NH:9][C:10]1[CH:15]=[CH:14][C:13]([S:16][C:17]([F:20])([F:19])[F:18])=[CH:12][CH:11]=1)=[O:8].CC1(C)C(C)(C)OB([C:36]2[CH:37]=[N:38][CH:39]=[C:40]([CH:43]=2)[C:41]#[N:42])O1. Given the product [C:41]([C:40]1[CH:43]=[C:36]([C:2]2[C:3]([N:22]([CH2:26][CH3:27])[CH2:23][CH2:24][OH:25])=[N:4][CH:5]=[C:6]([C:7]([NH:9][C:10]3[CH:15]=[CH:14][C:13]([S:16][C:17]([F:20])([F:19])[F:18])=[CH:12][CH:11]=3)=[O:8])[CH:21]=2)[CH:37]=[N:38][CH:39]=1)#[N:42], predict the reactants needed to synthesize it. (4) Given the product [Br:23][C:24]1[CH:39]=[CH:38][C:27]([O:28][C:29]2[N:36]=[C:35]([N:59]([CH2:61][CH2:62][OH:63])[CH3:53])[CH:34]=[CH:33][C:30]=2[C:31]#[N:32])=[CH:26][C:25]=1[CH:40]1[O:44][CH2:43][CH2:42][O:41]1, predict the reactants needed to synthesize it. The reactants are: BrC1C=CC(OC2C=CC(C#N)=C(Cl)N=2)=CC=1C1OCCO1.[Br:23][C:24]1[CH:39]=[CH:38][C:27]([O:28][C:29]2[N:36]=[C:35](Cl)[CH:34]=[CH:33][C:30]=2[C:31]#[N:32])=[CH:26][C:25]=1[CH:40]1[O:44][CH2:43][CH2:42][O:41]1.BrC1C=CC(OC2C=CC(C#N)=[C:53]([N:59]([CH2:61][CH2:62][O:63]C)C)N=2)=CC=1C=O. (5) Given the product [CH3:45][N:34]([CH:35]1[C:44]2[N:43]=[CH:42][CH:41]=[CH:40][C:39]=2[CH2:38][CH2:37][CH2:36]1)[CH2:33][C:32]([NH:16][C:11]1[CH:12]=[CH:13][CH:14]=[CH:15][C:10]=1[NH:9][CH2:8][CH2:7][C:6]1[N:2]([CH3:1])[CH:3]=[N:4][CH:5]=1)=[O:46], predict the reactants needed to synthesize it. The reactants are: [CH3:1][N:2]1[C:6]([CH2:7][CH2:8][NH:9][C:10]2[C:11]([NH2:16])=[CH:12][CH:13]=[CH:14][CH:15]=2)=[CH:5][N:4]=[CH:3]1.N1(CCNC2C=CC=CC=2N[C:32](=[O:46])[CH2:33][N:34]([CH3:45])[CH:35]2[C:44]3[N:43]=[CH:42][CH:41]=[CH:40][C:39]=3[CH2:38][CH2:37][CH2:36]2)C=CN=C1. (6) The reactants are: [N:1]([CH2:4][CH:5]1[NH:10][C:9]2[C:11](Br)=[CH:12][C:13]([Cl:15])=[CH:14][C:8]=2[O:7][CH2:6]1)=[N+:2]=[N-:3].[Cl:17][C:18]1[CH:23]=[C:22]([O:24][CH3:25])[CH:21]=[CH:20][C:19]=1B(O)O. Given the product [N:1]([CH2:4][CH:5]1[NH:10][C:9]2[C:11]([C:19]3[CH:20]=[CH:21][C:22]([O:24][CH3:25])=[CH:23][C:18]=3[Cl:17])=[CH:12][C:13]([Cl:15])=[CH:14][C:8]=2[O:7][CH2:6]1)=[N+:2]=[N-:3], predict the reactants needed to synthesize it.